Dataset: NCI-60 drug combinations with 297,098 pairs across 59 cell lines. Task: Regression. Given two drug SMILES strings and cell line genomic features, predict the synergy score measuring deviation from expected non-interaction effect. Drug 1: C1=NC2=C(N=C(N=C2N1C3C(C(C(O3)CO)O)F)Cl)N. Drug 2: CN(CCCl)CCCl.Cl. Cell line: SK-OV-3. Synergy scores: CSS=3.23, Synergy_ZIP=-3.93, Synergy_Bliss=-5.48, Synergy_Loewe=-7.91, Synergy_HSA=-7.80.